Dataset: Full USPTO retrosynthesis dataset with 1.9M reactions from patents (1976-2016). Task: Predict the reactants needed to synthesize the given product. (1) Given the product [NH2:1][C:2]1[N:7]=[C:6]([C:8]([NH:10][CH2:11][C:12]2[CH:17]=[CH:16][CH:15]=[C:14]([CH2:18][OH:19])[N:13]=2)=[O:9])[CH:5]=[C:4]([C:27]2[O:28][C:29]([CH3:32])=[CH:30][CH:31]=2)[N:3]=1, predict the reactants needed to synthesize it. The reactants are: [NH2:1][C:2]1[N:7]=[C:6]([C:8]([NH:10][CH2:11][C:12]2[CH:17]=[CH:16][CH:15]=[C:14]([CH2:18][O:19][Si](C(C)(C)C)(C)C)[N:13]=2)=[O:9])[CH:5]=[C:4]([C:27]2[O:28][C:29]([CH3:32])=[CH:30][CH:31]=2)[N:3]=1.C([O-])(O)=O.[Na+]. (2) Given the product [NH2:39][C:38]1[N:30]=[CH:31][N:32]=[C:33]2[C:37]=1[N:36]=[CH:35][N:34]2[CH2:25][C:26]1[N:16]([C:17]2[CH:22]=[CH:21][CH:20]=[CH:19][C:18]=2[CH3:23])[C:8](=[O:10])[C:7]2[C:6](=[CH:14][CH:13]=[CH:12][C:11]=2[CH3:15])[N:5]=1, predict the reactants needed to synthesize it. The reactants are: S(Cl)(Cl)=O.[NH2:5][C:6]1[CH:14]=[CH:13][CH:12]=[C:11]([CH3:15])[C:7]=1[C:8]([OH:10])=O.[NH2:16][C:17]1[C:18]([CH3:23])=[CH:19][CH:20]=[CH:21][CH:22]=1.Cl[CH2:25][C:26](Cl)=O.[Cl-].[N:30]1[C:38]([NH2:39])=[C:37]2[C:33]([N:34]=[CH:35][NH:36]2)=[N:32][CH:31]=1.C([O-])([O-])=O.[K+].[K+]. (3) Given the product [CH2:1]([O:8][CH2:9][C@H:10]([NH:11][C:12](=[O:13])[O:14][CH2:15][C:16]1[CH:17]=[CH:18][CH:19]=[CH:20][CH:21]=1)[C:22]([NH:25][CH2:26][C@@H:27]([NH:39][C:40]([O:42][C:43]([CH3:46])([CH3:45])[CH3:44])=[O:41])[CH2:28][CH2:29][CH2:30][NH:31][C:32]([O:33][C:34]([CH3:36])([CH3:37])[CH3:35])=[O:38])=[O:24])[C:2]1[CH:3]=[CH:4][CH:5]=[CH:6][CH:7]=1, predict the reactants needed to synthesize it. The reactants are: [CH2:1]([O:8][CH2:9][C@@H:10]([C:22]([OH:24])=O)[NH:11][C:12]([O:14][CH2:15][C:16]1[CH:21]=[CH:20][CH:19]=[CH:18][CH:17]=1)=[O:13])[C:2]1[CH:7]=[CH:6][CH:5]=[CH:4][CH:3]=1.[NH2:25][CH2:26][C@@H:27]([NH:39][C:40]([O:42][C:43]([CH3:46])([CH3:45])[CH3:44])=[O:41])[CH2:28][CH2:29][CH2:30][NH:31][C:32](=[O:38])[O:33][C:34]([CH3:37])([CH3:36])[CH3:35].C(Cl)CCl.C1C=CC2N(O)N=NC=2C=1. (4) Given the product [C:1]([C:5]1[CH:6]=[C:7]([NH:11][C:12]([CH:14]2[CH2:23][CH2:22][C:21]3[C:16](=[CH:17][C:18]([O:24][C:25]4[CH:30]=[CH:29][N:28]=[C:27]([N:31]5[CH2:37][CH2:36][CH2:35][NH:34][C:32]5=[O:33])[CH:26]=4)=[CH:19][CH:20]=3)[CH2:15]2)=[O:13])[CH:8]=[CH:9][CH:10]=1)([CH3:4])([CH3:3])[CH3:2], predict the reactants needed to synthesize it. The reactants are: [C:1]([C:5]1[CH:6]=[C:7]([NH:11][C:12]([CH:14]2[CH2:23][CH2:22][C:21]3[C:16](=[CH:17][C:18]([O:24][C:25]4[CH:30]=[CH:29][N:28]=[C:27]([NH:31][C:32]([NH:34][CH2:35][CH2:36][CH2:37]Cl)=[O:33])[CH:26]=4)=[CH:19][CH:20]=3)[CH2:15]2)=[O:13])[CH:8]=[CH:9][CH:10]=1)([CH3:4])([CH3:3])[CH3:2].CC(C)([O-])C.[K+].Cl. (5) Given the product [I:24][C:21]1[CH:22]=[CH:23][C:18]([NH:1][C:2]2[CH:3]=[C:4]([NH:13][C:14](=[O:16])[CH3:15])[CH:5]=[C:6]([N:8]3[CH:9]=[CH:10][CH:11]=[CH:12]3)[CH:7]=2)=[C:19]([N+:25]([O-:27])=[O:26])[CH:20]=1, predict the reactants needed to synthesize it. The reactants are: [NH2:1][C:2]1[CH:3]=[C:4]([NH:13][C:14](=[O:16])[CH3:15])[CH:5]=[C:6]([N:8]2[CH:12]=[CH:11][CH:10]=[CH:9]2)[CH:7]=1.F[C:18]1[CH:23]=[CH:22][C:21]([I:24])=[CH:20][C:19]=1[N+:25]([O-:27])=[O:26].[F-].[K+]. (6) Given the product [CH3:9][O:8][C:5]1[CH:4]=[CH:3][C:2]([CH2:10][CH:11]([CH3:13])[CH3:12])=[CH:7][N:6]=1, predict the reactants needed to synthesize it. The reactants are: Br[C:2]1[CH:3]=[CH:4][C:5]([O:8][CH3:9])=[N:6][CH:7]=1.[CH2:10](B(O)O)[CH:11]([CH3:13])[CH3:12].